This data is from Forward reaction prediction with 1.9M reactions from USPTO patents (1976-2016). The task is: Predict the product of the given reaction. The product is: [O:39]=[S:16]1(=[O:15])[C:20]2[CH:21]=[CH:22][CH:23]=[CH:24][C:19]=2[C:18]([NH:25][C@@H:26]([CH2:31][C:32]2[CH:33]=[CH:34][C:35]([S:38][CH2:2][CH2:3][N:4]([C:5]([CH:53]3[CH2:54][CH2:55][CH2:56][CH2:57][CH2:58]3)=[O:6])[CH3:14])=[CH:36][CH:37]=2)[C:27]([O:29][CH3:30])=[O:28])=[N:17]1. Given the reactants O[CH2:2][CH2:3][N:4]([CH3:14])[C:5](CC1CCCCC1)=[O:6].[O:15]=[S:16]1(=[O:39])[C:20]2[CH:21]=[CH:22][CH:23]=[CH:24][C:19]=2[C:18]([NH:25][C@@H:26]([CH2:31][C:32]2[CH:37]=[CH:36][C:35]([SH:38])=[CH:34][CH:33]=2)[C:27]([O:29][CH3:30])=[O:28])=[N:17]1.[C:53]1(P([C:53]2[CH:58]=[CH:57][CH:56]=[CH:55][CH:54]=2)[C:53]2[CH:58]=[CH:57][CH:56]=[CH:55][CH:54]=2)[CH:58]=[CH:57][CH:56]=[CH:55][CH:54]=1.CCOC(/N=N/C(OCC)=O)=O, predict the reaction product.